Dataset: NCI-60 drug combinations with 297,098 pairs across 59 cell lines. Task: Regression. Given two drug SMILES strings and cell line genomic features, predict the synergy score measuring deviation from expected non-interaction effect. (1) Drug 2: CC1CCCC2(C(O2)CC(NC(=O)CC(C(C(=O)C(C1O)C)(C)C)O)C(=CC3=CSC(=N3)C)C)C. Synergy scores: CSS=31.0, Synergy_ZIP=-4.36, Synergy_Bliss=-6.17, Synergy_Loewe=-5.93, Synergy_HSA=-4.29. Drug 1: CCC1=C2CN3C(=CC4=C(C3=O)COC(=O)C4(CC)O)C2=NC5=C1C=C(C=C5)O. Cell line: IGROV1. (2) Drug 1: CN(C)C1=NC(=NC(=N1)N(C)C)N(C)C. Drug 2: C1=NC2=C(N1)C(=S)N=C(N2)N. Cell line: MOLT-4. Synergy scores: CSS=52.3, Synergy_ZIP=2.03, Synergy_Bliss=1.91, Synergy_Loewe=-35.6, Synergy_HSA=2.59. (3) Drug 1: CC1=C2C(C(=O)C3(C(CC4C(C3C(C(C2(C)C)(CC1OC(=O)C(C(C5=CC=CC=C5)NC(=O)OC(C)(C)C)O)O)OC(=O)C6=CC=CC=C6)(CO4)OC(=O)C)OC)C)OC. Drug 2: C1C(C(OC1N2C=C(C(=O)NC2=O)F)CO)O. Cell line: ACHN. Synergy scores: CSS=33.2, Synergy_ZIP=-12.9, Synergy_Bliss=-14.3, Synergy_Loewe=-15.9, Synergy_HSA=-4.63. (4) Drug 1: CN(C)C1=NC(=NC(=N1)N(C)C)N(C)C. Drug 2: C1=NNC2=C1C(=O)NC=N2. Cell line: NCI-H460. Synergy scores: CSS=0.989, Synergy_ZIP=-1.31, Synergy_Bliss=2.37, Synergy_Loewe=-3.47, Synergy_HSA=-1.45.